The task is: Predict the reactants needed to synthesize the given product.. This data is from Full USPTO retrosynthesis dataset with 1.9M reactions from patents (1976-2016). Given the product [NH2:1][C:4]1[C:5]([NH:10][C:11]2[CH:16]=[CH:15][CH:14]=[C:13](/[CH:17]=[CH:18]/[C:19]3[CH:20]=[CH:21][N:22]=[CH:23][CH:24]=3)[CH:12]=2)=[N:6][CH:7]=[CH:8][CH:9]=1, predict the reactants needed to synthesize it. The reactants are: [N+:1]([C:4]1[C:5]([NH:10][C:11]2[CH:16]=[CH:15][CH:14]=[C:13](/[CH:17]=[CH:18]/[C:19]3[CH:24]=[CH:23][N:22]=[CH:21][CH:20]=3)[CH:12]=2)=[N:6][CH:7]=[CH:8][CH:9]=1)([O-])=O.Cl.C(=O)(O)[O-].[Na+].